This data is from Reaction yield outcomes from USPTO patents with 853,638 reactions. The task is: Predict the reaction yield, written as a fraction of the theoretical maximum amount of product (1.0 means a 100% yield; for example, 0.34 means a 34% yield). (1) The reactants are [CH:1]([NH:4][C:5](=[O:25])[O:6][CH2:7][C:8]1([CH2:20][CH2:21][CH:22]([CH3:24])[CH3:23])[C:17]2[C:12](=[CH:13][CH:14]=[CH:15][CH:16]=2)[CH2:11][CH:10]=[C:9]1[O:18][CH3:19])([CH3:3])[CH3:2].[Cr](O[Cr]([O-])(=O)=O)([O-])(=O)=[O:27].[NH+]1C=CC=CC=1.[NH+]1C=CC=CC=1.C(OOC(C)(C)C)(C)(C)C.O. The catalyst is C1C=CC=CC=1. The product is [CH:1]([NH:4][C:5](=[O:25])[O:6][CH2:7][C:8]1([CH2:20][CH2:21][CH:22]([CH3:24])[CH3:23])[C:17]2[C:12](=[CH:13][CH:14]=[CH:15][CH:16]=2)[C:11](=[O:27])[CH:10]=[C:9]1[O:18][CH3:19])([CH3:3])[CH3:2]. The yield is 0.830. (2) The reactants are Br[C:2]1[CH:7]=[CH:6][C:5]([C:8]2[CH:13]=[CH:12][CH:11]=[CH:10][CH:9]=2)=[C:4]([NH2:14])[CH:3]=1.[Br-].[CH2:16]([O:18][C:19](=[O:24])[CH2:20][CH2:21][CH2:22][Zn+])[CH3:17].C(OCC)C. The catalyst is O1CCCC1.C([O-])(=O)C.[Pd+2].C([O-])(=O)C. The product is [NH2:14][C:4]1[CH:3]=[C:2]([CH2:22][CH2:21][CH2:20][C:19]([O:18][CH2:16][CH3:17])=[O:24])[CH:7]=[CH:6][C:5]=1[C:8]1[CH:13]=[CH:12][CH:11]=[CH:10][CH:9]=1. The yield is 0.970. (3) The reactants are CC([O-])(C)C.[K+].[C:7]([CH2:9][C:10]([NH2:12])=[O:11])#[N:8].[CH3:13][C:14](=O)/[CH:15]=[CH:16]/[CH2:17][CH2:18][CH3:19]. The catalyst is CS(C)=O.O.Cl. The product is [CH3:13][C:14]1[NH:12][C:10](=[O:11])[C:9]([C:7]#[N:8])=[C:16]([CH2:17][CH2:18][CH3:19])[CH:15]=1. The yield is 0.330.